From a dataset of Forward reaction prediction with 1.9M reactions from USPTO patents (1976-2016). Predict the product of the given reaction. (1) Given the reactants [F:1][CH2:2][CH:3]([OH:6])[CH2:4][F:5].[Li+].C[Si]([N-][Si](C)(C)C)(C)C.F[C:18]1[CH:19]=[C:20]([CH:23]=[CH:24][C:25]=1[N+:26]([O-:28])=[O:27])[C:21]#[N:22], predict the reaction product. The product is: [F:1][CH2:2][CH:3]([CH2:4][F:5])[O:6][C:24]1[CH:23]=[C:20]([CH:19]=[CH:18][C:25]=1[N+:26]([O-:28])=[O:27])[C:21]#[N:22]. (2) Given the reactants [Cl:1][C:2]1[CH:8]=[CH:7][C:5]([NH2:6])=[CH:4][C:3]=1[O:9][CH3:10].CCN(C(C)C)C(C)C.[C:20](OC(=O)C)(=[O:22])[CH3:21], predict the reaction product. The product is: [Cl:1][C:2]1[CH:8]=[CH:7][C:5]([NH:6][C:20](=[O:22])[CH3:21])=[CH:4][C:3]=1[O:9][CH3:10]. (3) Given the reactants [F:1][C:2]([F:14])([F:13])[C:3]1[CH:4]=[C:5]([NH:9][C:10]([NH2:12])=[O:11])[CH:6]=[CH:7][CH:8]=1.[C:15]([C:17]1[CH:24]=[CH:23][C:20]([CH:21]=O)=[CH:19][CH:18]=1)#[N:16].[N:25]1([C:31](=[O:36])[CH2:32][C:33](=O)[CH3:34])[CH2:30][CH2:29][O:28][CH2:27][CH2:26]1, predict the reaction product. The product is: [CH3:34][C:33]1[N:9]([C:5]2[CH:6]=[CH:7][CH:8]=[C:3]([C:2]([F:13])([F:14])[F:1])[CH:4]=2)[C:10](=[O:11])[NH:12][CH:21]([C:20]2[CH:23]=[CH:24][C:17]([C:15]#[N:16])=[CH:18][CH:19]=2)[C:32]=1[C:31]([N:25]1[CH2:30][CH2:29][O:28][CH2:27][CH2:26]1)=[O:36]. (4) Given the reactants [Cl:1][C:2]1[C:11]2[C:6](=[CH:7][C:8]([O:14][CH2:15][CH2:16][CH2:17][N:18]3[CH2:22][CH2:21][CH2:20][CH2:19]3)=[C:9]([O:12][CH3:13])[CH:10]=2)[N:5]=[CH:4][N:3]=1.[NH2:23][C:24]1[CH:25]=[C:26]2[C:30](=[CH:31][CH:32]=1)[NH:29][C:28]([CH3:33])=[C:27]2[CH3:34], predict the reaction product. The product is: [ClH:1].[CH3:33][C:28]1[NH:29][C:30]2[C:26]([C:27]=1[CH3:34])=[CH:25][C:24]([NH:23][C:2]1[C:11]3[C:6](=[CH:7][C:8]([O:14][CH2:15][CH2:16][CH2:17][N:18]4[CH2:22][CH2:21][CH2:20][CH2:19]4)=[C:9]([O:12][CH3:13])[CH:10]=3)[N:5]=[CH:4][N:3]=1)=[CH:32][CH:31]=2.